This data is from Reaction yield outcomes from USPTO patents with 853,638 reactions. The task is: Predict the reaction yield, written as a fraction of the theoretical maximum amount of product (1.0 means a 100% yield; for example, 0.34 means a 34% yield). (1) The reactants are [Cl:1][C:2]1[S:6][C:5]([S:7]([N:10]([S:22]([C:25]2[S:26][C:27]([Cl:30])=[CH:28][CH:29]=2)(=[O:24])=[O:23])[C:11]2[C:19]3[C:14](=[CH:15][CH:16]=[CH:17][C:18]=3[O:20][CH3:21])[NH:13][N:12]=2)(=[O:9])=[O:8])=[CH:4][CH:3]=1.[CH3:31][N:32]([CH3:44])[CH2:33][CH2:34][O:35][C:36]1[CH:37]=[C:38]([CH2:42]O)[CH:39]=[CH:40][CH:41]=1.C1(P(C2C=CC=CC=2)C2C=CC=CC=2)C=CC=CC=1.N(C(OC(C)(C)C)=O)=NC(OC(C)(C)C)=O. The product is [Cl:30][C:27]1[S:26][C:25]([S:22]([N:10]([S:7]([C:5]2[S:6][C:2]([Cl:1])=[CH:3][CH:4]=2)(=[O:8])=[O:9])[C:11]2[C:19]3[C:14](=[CH:15][CH:16]=[CH:17][C:18]=3[O:20][CH3:21])[N:13]([CH2:42][C:38]3[CH:39]=[CH:40][CH:41]=[C:36]([O:35][CH2:34][CH2:33][N:32]([CH3:31])[CH3:44])[CH:37]=3)[N:12]=2)(=[O:23])=[O:24])=[CH:29][CH:28]=1. The catalyst is C1COCC1.C(Cl)Cl. The yield is 0.700. (2) The reactants are [Cl:1][C:2]1[CH:7]=[CH:6][C:5]([C:8]2[N:9]=[CH:10][NH:11][CH:12]=2)=[CH:4][CH:3]=1.Br[C:14]1[O:15][CH:16]=[CH:17][CH:18]=1. No catalyst specified. The product is [Cl:1][C:2]1[CH:3]=[CH:4][C:5]([C:8]2[N:9]=[CH:10][N:11]([C:14]3[O:15][CH:16]=[CH:17][CH:18]=3)[CH:12]=2)=[CH:6][CH:7]=1. The yield is 0.0170.